This data is from Forward reaction prediction with 1.9M reactions from USPTO patents (1976-2016). The task is: Predict the product of the given reaction. (1) Given the reactants [C:1](OCC)(=O)[CH2:2][C:3]([O:5]CC)=O.Br[CH2:13][CH2:14][CH2:15][CH2:16]Br.[C:18]([O-:24])(=O)[CH2:19][C:20]([O-:22])=O.[H-].[Al+3].[Li+].[H-].[H-].[H-].[OH-].[Na+].O1CCC[CH2:34]1, predict the reaction product. The product is: [C:3]([O:22][CH2:20][C:19]1([CH2:18][OH:24])[CH2:16][CH2:15][CH2:14][CH2:13]1)(=[O:5])[C:2]([CH3:1])=[CH2:34]. (2) Given the reactants C(=O)([O-])[O-].[Cs+].[Cs+].[C:7]([C:15]1[CH:37]=[C:36]([CH2:38][CH3:39])[CH:35]=[CH:34][C:16]=1[O:17][CH:18]([CH3:33])[CH2:19][CH2:20]C1C=CC(OCC(O)=O)=C(C)C=1)(=[O:14])[C:8]1[CH:13]=[CH:12][CH:11]=[CH:10][CH:9]=1.[CH3:40][O:41][C:42](=[O:53])[CH2:43][CH2:44][C:45]1[CH:50]=[CH:49][C:48]([SH:51])=[CH:47][C:46]=1[CH3:52], predict the reaction product. The product is: [CH3:40][O:41][C:42](=[O:53])[CH2:43][CH2:44][C:45]1[CH:50]=[CH:49][C:48]([S:51][CH2:20][CH2:19][CH:18]([O:17][C:16]2[CH:34]=[CH:35][C:36]([CH2:38][CH3:39])=[CH:37][C:15]=2[C:7](=[O:14])[C:8]2[CH:9]=[CH:10][CH:11]=[CH:12][CH:13]=2)[CH3:33])=[CH:47][C:46]=1[CH3:52]. (3) Given the reactants P(Cl)(Cl)([Cl:3])=O.[Br:6][C:7]1[CH:16]=[C:15]2[C:10]([CH:11]=[CH:12][N:13]=[C:14]2O)=[CH:9][CH:8]=1.N, predict the reaction product. The product is: [Br:6][C:7]1[CH:16]=[C:15]2[C:10]([CH:11]=[CH:12][N:13]=[C:14]2[Cl:3])=[CH:9][CH:8]=1. (4) Given the reactants [Cl:1][C:2]1[CH:7]=[CH:6][C:5]([C:8]2[CH:13]=[N:12][N:11]3[C:14](=[O:17])[NH:15][N:16]=[C:10]3[C:9]=2[C:18]2[CH:23]=[CH:22][C:21]([Cl:24])=[CH:20][CH:19]=2)=[CH:4][CH:3]=1.[CH3:25][C:26]1([O:29][CH2:28]1)[CH3:27].C([O-])([O-])=O.[K+].[K+], predict the reaction product. The product is: [Cl:1][C:2]1[CH:7]=[CH:6][C:5]([C:8]2[CH:13]=[N:12][N:11]3[C:14](=[O:17])[N:15]([CH2:25][C:26]([OH:29])([CH3:28])[CH3:27])[N:16]=[C:10]3[C:9]=2[C:18]2[CH:23]=[CH:22][C:21]([Cl:24])=[CH:20][CH:19]=2)=[CH:4][CH:3]=1. (5) Given the reactants Br[C:2]1[CH:3]=[CH:4][C:5]2[C:11]3[N:12]=[C:13]([N:15]4[C:19]([CH3:21])([CH3:20])[C:18](=[O:22])[NH:17][C:16]4=[O:23])[S:14][C:10]=3[CH2:9][CH2:8][O:7][C:6]=2[CH:24]=1.C(N(CC)CC)C, predict the reaction product. The product is: [N:12]1[C:11]2[C:5]3[CH:4]=[CH:3][CH:2]=[CH:24][C:6]=3[O:7][CH2:8][CH2:9][C:10]=2[S:14][C:13]=1[N:15]1[C:19]([CH3:20])([CH3:21])[C:18](=[O:22])[NH:17][C:16]1=[O:23]. (6) Given the reactants [F:1][C:2]1[CH:3]=[C:4]([CH:18]=[CH:19][CH:20]=1)[CH2:5][O:6][C:7]1[CH:12]=[CH:11][C:10]([CH:13]=[CH:14][C:15](Cl)=[O:16])=[CH:9][CH:8]=1.[CH2:21]([NH2:23])[CH3:22], predict the reaction product. The product is: [CH2:21]([NH:23][C:15](=[O:16])[CH:14]=[CH:13][C:10]1[CH:11]=[CH:12][C:7]([O:6][CH2:5][C:4]2[CH:18]=[CH:19][CH:20]=[C:2]([F:1])[CH:3]=2)=[CH:8][CH:9]=1)[CH3:22]. (7) The product is: [ClH:67].[S:32]1[CH:36]=[CH:35][C:34]2[C:37]([N:41]3[CH2:46][CH2:45][N:44]([CH2:47][CH2:48][CH2:49][O:50][C:25]4[N:26]([CH3:31])[C:27](=[O:30])[C:28]5[C:23]([CH:24]=4)=[CH:22][CH:21]=[CH:20][CH:29]=5)[CH2:43][CH2:42]3)=[CH:38][CH:39]=[CH:40][C:33]1=2. Given the reactants S1C=CC2C(N3CCN(CCCO[C:20]4[CH:29]=[C:28]5[C:23]([CH:24]=[CH:25][N:26]([CH3:31])[C:27]5=[O:30])=[CH:22][CH:21]=4)CC3)=CC=CC1=2.[S:32]1[CH:36]=[CH:35][C:34]2[C:37]([N:41]3[CH2:46][CH2:45][N:44]([CH2:47][CH2:48][CH2:49][O:50]C4C=C5C(C=CNC5=O)=CC=4)[CH2:43][CH2:42]3)=[CH:38][CH:39]=[CH:40][C:33]1=2.CI.C(O)C.[ClH:67], predict the reaction product. (8) The product is: [NH:20]1[CH:21]=[CH:22][N:23]=[C:19]1[C:8]1[C:9]([C:11]2[CH:16]=[CH:15][C:14]([C:17]#[N:18])=[CH:13][CH:12]=2)=[N:10][C:5]([NH:4][CH2:3][CH2:2][NH:1][S:34]([C:26]2[CH:25]=[CH:30][C:29]([N+:31]([O-:33])=[O:32])=[CH:28][CH:27]=2)(=[O:35])=[O:36])=[N:6][CH:7]=1. Given the reactants [NH2:1][CH2:2][CH2:3][NH:4][C:5]1[N:10]=[C:9]([C:11]2[CH:16]=[CH:15][C:14]([C:17]#[N:18])=[CH:13][CH:12]=2)[C:8]([C:19]2[NH:20][CH:21]=[CH:22][N:23]=2)=[CH:7][N:6]=1.Cl[C:25]1[CH:30]=[C:29]([N+:31]([O-:33])=[O:32])[CH:28]=[CH:27][C:26]=1[S:34](C1C=CC([N+]([O-])=O)=CC=1Cl)(=[O:36])=[O:35].CCN(C(C)C)C(C)C, predict the reaction product.